The task is: Predict which catalyst facilitates the given reaction.. This data is from Catalyst prediction with 721,799 reactions and 888 catalyst types from USPTO. (1) Reactant: B(Cl)(Cl)Cl.C(OC([N:12]1[CH2:17][CH2:16][N:15]([C:18]2[C:19]([C:23]3[CH:28]=[C:27]([Cl:29])[C:26]([O:30]CC4C=CC=CC=4)=[CH:25][C:24]=3[O:38]CC3C=CC=CC=3)=[N:20][NH:21][CH:22]=2)[CH2:14][CH2:13]1)=O)(C)(C)C.C(=O)(O)[O-].[Na+]. Product: [NH3:12].[Cl:29][C:27]1[CH:28]=[C:23]([C:19]2[C:18]([N:15]3[CH2:16][CH2:17][NH:12][CH2:13][CH2:14]3)=[CH:22][NH:21][N:20]=2)[C:24]([OH:38])=[CH:25][C:26]=1[OH:30]. The catalyst class is: 4. (2) Reactant: [Br:1][CH2:2][C:3]1[CH:11]=[CH:10][C:6]([C:7]([OH:9])=O)=[CH:5][C:4]=1[C:12]([F:15])([F:14])[F:13].[Br:16][C:17]1[CH:18]=[C:19]([CH:21]=[CH:22][C:23]=1[CH3:24])[NH2:20].ON1C2C=CC=CC=2N=N1. Product: [Br:1][CH2:2][C:3]1[CH:11]=[CH:10][C:6]([C:7]([NH:20][C:19]2[CH:21]=[CH:22][C:23]([CH3:24])=[C:17]([Br:16])[CH:18]=2)=[O:9])=[CH:5][C:4]=1[C:12]([F:15])([F:14])[F:13]. The catalyst class is: 1. (3) Reactant: [CH2:1]([O:16][C:17]1[CH:24]=[CH:23][C:20]([CH:21]=O)=[CH:19][CH:18]=1)[CH2:2][CH2:3][CH2:4][CH2:5][CH2:6][CH2:7][CH2:8][CH2:9][CH2:10][CH2:11][CH2:12][CH2:13][CH2:14][CH3:15].C1C=CC([P+](C2C=CC=CC=2)(C2C=CC=CC=2)[CH2:32][C:33]2[CH:38]=[CH:37][C:36]([CH2:39][P+](C3C=CC=CC=3)(C3C=CC=CC=3)C3C=CC=CC=3)=[CH:35][CH:34]=2)=CC=1.[Br-].[Br-]. Product: [CH2:1]([O:16][C:17]1[CH:24]=[CH:23][C:20]([CH:21]=[CH:39][C:36]2[CH:35]=[CH:34][C:33]([CH:32]=[CH:21][C:20]3[CH:23]=[CH:24][C:17]([O:16][CH2:1][CH2:2][CH2:3][CH2:4][CH2:5][CH2:6][CH2:7][CH2:8][CH2:9][CH2:10][CH2:11][CH2:12][CH2:13][CH2:14][CH3:15])=[CH:18][CH:19]=3)=[CH:38][CH:37]=2)=[CH:19][CH:18]=1)[CH2:2][CH2:3][CH2:4][CH2:5][CH2:6][CH2:7][CH2:8][CH2:9][CH2:10][CH2:11][CH2:12][CH2:13][CH2:14][CH3:15]. The catalyst class is: 5. (4) Reactant: [N+:1]([C:4]1[CH:11]=[CH:10][C:7]([C:8]#[N:9])=[CH:6][CH:5]=1)([O-:3])=[O:2].[C:12](OC)(=[O:14])C. Product: [N+:1]([C:4]1[CH:5]=[CH:6][C:7]([C:8](=[NH:9])[O:14][CH3:12])=[CH:10][CH:11]=1)([O-:3])=[O:2]. The catalyst class is: 5. (5) Reactant: [C:1]([O:5][C:6]([N:8]1[CH:17]([C:18](=O)[NH:19][CH2:20][C:21](=O)[C:22]2[CH:27]=[CH:26][CH:25]=[CH:24][CH:23]=2)[CH2:16][C:15]2[C:10](=[CH:11][CH:12]=[CH:13][CH:14]=2)[CH2:9]1)=[O:7])([CH3:4])([CH3:3])[CH3:2].CC(O)=O.[OH-].[NH4+:35]. Product: [C:1]([O:5][C:6]([N:8]1[CH:17]([C:18]2[NH:19][CH:20]=[C:21]([C:22]3[CH:27]=[CH:26][CH:25]=[CH:24][CH:23]=3)[N:35]=2)[CH2:16][C:15]2[C:10](=[CH:11][CH:12]=[CH:13][CH:14]=2)[CH2:9]1)=[O:7])([CH3:4])([CH3:3])[CH3:2]. The catalyst class is: 27. (6) Reactant: [Cl:1][C:2]1[CH:31]=[CH:30][CH:29]=[C:28]([Cl:32])[C:3]=1[CH2:4][C:5]1[N:6]=[C:7]([NH:16][C:17]2[CH:25]=[CH:24][C:20]([C:21]([OH:23])=O)=[CH:19][C:18]=2[O:26][CH3:27])[C:8]2[C:9](=[O:15])[NH:10][CH:11]=[CH:12][C:13]=2[CH:14]=1.[CH3:33][N:34]1[CH2:39][CH2:38][N:37]([CH2:40][CH2:41][NH2:42])[CH2:36][CH2:35]1.N1(OC(N(C)C)=[N+](C)C)C2N=CC=CC=2N=N1.C(N(CC)CC)C. Product: [Cl:1][C:2]1[CH:31]=[CH:30][CH:29]=[C:28]([Cl:32])[C:3]=1[CH2:4][C:5]1[N:6]=[C:7]([NH:16][C:17]2[CH:25]=[CH:24][C:20]([C:21]([NH:42][CH2:41][CH2:40][N:37]3[CH2:38][CH2:39][N:34]([CH3:33])[CH2:35][CH2:36]3)=[O:23])=[CH:19][C:18]=2[O:26][CH3:27])[C:8]2[C:9](=[O:15])[NH:10][CH:11]=[CH:12][C:13]=2[CH:14]=1. The catalyst class is: 46. (7) Product: [CH3:28][C:3]1[C@H:4]([CH2:15][C:16]([N:18]([C:20]2[CH:25]=[C:24]([OH:26])[CH:23]=[C:22]([OH:27])[CH:21]=2)[CH3:19])=[O:17])[C@:5]2([CH3:14])[C@@H:10]([CH2:11][CH:2]=1)[C:9]([CH3:12])([CH3:13])[CH2:8][CH2:7][CH2:6]2. Reactant: Br[C@@H:2]1[CH2:11][C@@H:10]2[C@:5]([CH3:14])([CH2:6][CH2:7][CH2:8][C:9]2([CH3:13])[CH3:12])[C@@H:4]([CH2:15][C:16]([N:18]([C:20]2[CH:25]=[C:24]([OH:26])[CH:23]=[C:22]([OH:27])[CH:21]=2)[CH3:19])=[O:17])[C@H:3]1[CH3:28].C1CCN2C(=NCCC2)CC1. The catalyst class is: 308. (8) Reactant: Cl[C:2]1[C:11]2[C:6](=[C:7]([N+:12]([O-:14])=[O:13])[CH:8]=[CH:9][CH:10]=2)[N:5]=[CH:4][N:3]=1.[F:15][C:16]1([F:23])[CH2:21][CH2:20][CH:19]([NH2:22])[CH2:18][CH2:17]1.CCN(C(C)C)C(C)C. Product: [F:15][C:16]1([F:23])[CH2:21][CH2:20][CH:19]([NH:22][C:2]2[C:11]3[C:6](=[C:7]([N+:12]([O-:14])=[O:13])[CH:8]=[CH:9][CH:10]=3)[N:5]=[CH:4][N:3]=2)[CH2:18][CH2:17]1. The catalyst class is: 41. (9) Reactant: [Cl:1][C:2]1[CH:3]=[C:4]2[C:8](=[CH:9][CH:10]=1)[NH:7][C:6]1[CH2:11][CH:12]3[N:16]([CH2:17][C:5]2=1)[CH2:15][CH2:14][CH2:13]3.ClC1C=CC2NC3CCN4C(C=3C=2C=1)CCC4.Br[CH2:36][CH2:37][C:38]1[CH:43]=[CH:42][C:41]([F:44])=[CH:40][CH:39]=1.C(N(CC)CC)C. Product: [F:44][C:41]1[CH:42]=[CH:43][C:38]([CH2:37][CH2:36][N:7]2[C:8]3[C:4](=[CH:3][C:2]([Cl:1])=[CH:10][CH:9]=3)[C:5]3[CH2:17][N:16]4[CH:12]([CH2:11][C:6]2=3)[CH2:13][CH2:14][CH2:15]4)=[CH:39][CH:40]=1. The catalyst class is: 351.